This data is from Reaction yield outcomes from USPTO patents with 853,638 reactions. The task is: Predict the reaction yield, written as a fraction of the theoretical maximum amount of product (1.0 means a 100% yield; for example, 0.34 means a 34% yield). The reactants are [CH3:1][C:2]12[O:9][CH2:8][C:5]([CH2:10][OH:11])([CH2:6][O:7]1)[CH2:4][O:3]2.[H-].[Na+].Cl[C:15]1[CH:20]=[CH:19][N+:18]([O-:21])=[C:17]([CH3:22])[C:16]=1[CH3:23]. The catalyst is CS(C)=O. The product is [CH3:22][C:17]1[C:16]([CH3:23])=[C:15]([O:11][CH2:10][C:5]23[CH2:4][O:3][C:2]([CH3:1])([O:7][CH2:6]2)[O:9][CH2:8]3)[CH:20]=[CH:19][N+:18]=1[O-:21]. The yield is 0.810.